From a dataset of Full USPTO retrosynthesis dataset with 1.9M reactions from patents (1976-2016). Predict the reactants needed to synthesize the given product. (1) Given the product [Cl:1][C:2]1[CH:11]=[C:10]2[C:5]([C:6]([N:12]3[CH2:17][CH2:16][N:15]([C:25]([NH:24][C:21]4[CH:22]=[CH:23][C:18]([CH3:27])=[CH:19][CH:20]=4)=[O:26])[CH2:14][CH2:13]3)=[CH:7][CH:8]=[N:9]2)=[CH:4][CH:3]=1, predict the reactants needed to synthesize it. The reactants are: [Cl:1][C:2]1[CH:11]=[C:10]2[C:5]([C:6]([N:12]3[CH2:17][CH2:16][NH:15][CH2:14][CH2:13]3)=[CH:7][CH:8]=[N:9]2)=[CH:4][CH:3]=1.[C:18]1([CH3:27])[CH:23]=[CH:22][C:21]([N:24]=[C:25]=[O:26])=[CH:20][CH:19]=1. (2) Given the product [C:13]1([P:12]([C:3]2[C:2]([O-:1])=[CH:11][C:10]3[C:5](=[CH:6][CH:7]=[CH:8][CH:9]=3)[N:4]=2)([C:19]2[CH:20]=[CH:21][CH:22]=[CH:23][CH:24]=2)=[O:25])[CH:14]=[CH:15][CH:16]=[CH:17][CH:18]=1.[Li+:31], predict the reactants needed to synthesize it. The reactants are: [OH:1][C:2]1[C:3]([P:12](=[O:25])([C:19]2[CH:24]=[CH:23][CH:22]=[CH:21][CH:20]=2)[C:13]2[CH:18]=[CH:17][CH:16]=[CH:15][CH:14]=2)=[N:4][C:5]2[C:10]([CH:11]=1)=[CH:9][CH:8]=[CH:7][CH:6]=2.CC(C)([O-])C.[Li+:31]. (3) Given the product [F:19][C:20]1[CH:21]=[C:22]([CH2:28][C:9]([O:11][CH2:12][C:13]2[CH:18]=[CH:17][CH:16]=[CH:15][CH:14]=2)=[O:10])[CH:23]=[C:24]([F:27])[C:25]=1[F:26], predict the reactants needed to synthesize it. The reactants are: C(N(CC)CC)C.Cl[C:9]([O:11][CH2:12][C:13]1[CH:18]=[CH:17][CH:16]=[CH:15][CH:14]=1)=[O:10].[F:19][C:20]1[CH:21]=[C:22]([CH2:28]C(O)=O)[CH:23]=[C:24]([F:27])[C:25]=1[F:26].O.C(=O)(O)[O-].[Na+]. (4) The reactants are: [F:1][CH2:2][C:3]([CH2:5][F:6])=[O:4].[F:7][C:8]1[CH:9]=[CH:10][C:11](O)=[C:12]([C:14](=[O:16])[CH3:15])[CH:13]=1.N1CCCC1. Given the product [F:7][C:8]1[CH:13]=[C:12]2[C:11](=[CH:10][CH:9]=1)[O:4][C:3]([CH2:5][F:6])([CH2:2][F:1])[CH2:15][C:14]2=[O:16], predict the reactants needed to synthesize it. (5) Given the product [Cl:3][C:4]1[CH:9]=[CH:8][C:7]([O:10][CH:12]2[CH2:16][CH2:15][O:14][C:13]2=[O:17])=[CH:6][CH:5]=1, predict the reactants needed to synthesize it. The reactants are: [F-].[Cs+].[Cl:3][C:4]1[CH:9]=[CH:8][C:7]([OH:10])=[CH:6][CH:5]=1.Br[CH:12]1[CH2:16][CH2:15][O:14][C:13]1=[O:17].O. (6) Given the product [C:2]([C:5]1[N:7]=[C:16]([OH:15])[C:17]([C:18]([O:20][CH2:21][CH3:22])=[O:19])=[CH:23][N:6]=1)([CH3:4])([CH3:3])[CH3:1], predict the reactants needed to synthesize it. The reactants are: [CH3:1][C:2]([C:5]([NH2:7])=[NH:6])([CH3:4])[CH3:3].Cl.[O-]CC.[Na+].C([O:15][CH:16]=[C:17]([C:23](OCC)=O)[C:18]([O:20][CH2:21][CH3:22])=[O:19])C. (7) Given the product [F:1][C:2]1[CH:3]=[C:4]([N:8]2[CH2:12][CH:11]([CH2:13][O:14][C:23](=[O:25])[CH3:24])[O:10][C:9]2=[O:15])[CH:5]=[CH:6][CH:7]=1, predict the reactants needed to synthesize it. The reactants are: [F:1][C:2]1[CH:3]=[C:4]([N:8]2[CH2:12][C@H:11]([CH2:13][OH:14])[O:10][C:9]2=[O:15])[CH:5]=[CH:6][CH:7]=1.C(N(CC)CC)C.[C:23](OC(=O)C)(=[O:25])[CH3:24].C(=O)(O)[O-].[Na+]. (8) The reactants are: [S:1]1[CH:5]=[CH:4][C:3]2[C:6](=[O:11])[CH2:7][CH2:8][CH2:9][CH2:10][C:2]1=2.[Br:12]Br. Given the product [Br:12][C:5]1[S:1][C:2]2[CH2:10][CH2:9][CH2:8][CH2:7][C:6](=[O:11])[C:3]=2[CH:4]=1, predict the reactants needed to synthesize it.